This data is from TCR-epitope binding with 47,182 pairs between 192 epitopes and 23,139 TCRs. The task is: Binary Classification. Given a T-cell receptor sequence (or CDR3 region) and an epitope sequence, predict whether binding occurs between them. (1) The epitope is TEKSNIIRGW. The TCR CDR3 sequence is CASSQARGGGAYDTDTQYF. Result: 0 (the TCR does not bind to the epitope). (2) The epitope is LLWNGPMAV. The TCR CDR3 sequence is CASSQGTISYEQYF. Result: 1 (the TCR binds to the epitope). (3) The epitope is TPINLVRDL. The TCR CDR3 sequence is CASSFGDEQGF. Result: 1 (the TCR binds to the epitope). (4) The epitope is KLPDDFTGCV. The TCR CDR3 sequence is CASSGTSGRMTDTQYF. Result: 0 (the TCR does not bind to the epitope).